From a dataset of Full USPTO retrosynthesis dataset with 1.9M reactions from patents (1976-2016). Predict the reactants needed to synthesize the given product. Given the product [C:1]([O:5][C:6]([N:8]1[CH2:13][CH2:12][N:11]([C:14]([C:16]2[C:20]3[CH:21]=[N:22][CH:23]=[CH:24][C:19]=3[N:18]([C:25]3[CH:30]=[CH:29][C:28]([F:31])=[CH:27][CH:26]=3)[C:17]=2[O:40][C:38]2[CH:39]=[C:34]([F:33])[CH:35]=[CH:36][C:37]=2[CH3:41])=[O:15])[CH2:10][CH2:9]1)=[O:7])([CH3:4])([CH3:3])[CH3:2], predict the reactants needed to synthesize it. The reactants are: [C:1]([O:5][C:6]([N:8]1[CH2:13][CH2:12][N:11]([C:14]([C:16]2[C:20]3[CH:21]=[N:22][CH:23]=[CH:24][C:19]=3[N:18]([C:25]3[CH:30]=[CH:29][C:28]([F:31])=[CH:27][CH:26]=3)[C:17]=2Cl)=[O:15])[CH2:10][CH2:9]1)=[O:7])([CH3:4])([CH3:3])[CH3:2].[F:33][C:34]1[CH:35]=[CH:36][C:37]([CH3:41])=[C:38]([OH:40])[CH:39]=1.